This data is from Reaction yield outcomes from USPTO patents with 853,638 reactions. The task is: Predict the reaction yield, written as a fraction of the theoretical maximum amount of product (1.0 means a 100% yield; for example, 0.34 means a 34% yield). (1) The reactants are [C:1]([O:5][C:6]([N:8]1[CH2:11][CH2:10][C@H:9]1[C:12](O)=[O:13])=[O:7])([CH3:4])([CH3:3])[CH3:2]. The catalyst is O1CCCC1. The product is [C:1]([O:5][C:6]([N:8]1[CH2:11][CH2:10][C@H:9]1[CH2:12][OH:13])=[O:7])([CH3:4])([CH3:3])[CH3:2]. The yield is 0.870. (2) The reactants are [F:1][C:2]1[CH:23]=[C:22]([N+:24]([O-:26])=[O:25])[CH:21]=[CH:20][C:3]=1[O:4][C:5]1[CH:10]=[CH:9][N:8]=[C:7]2[CH:11]=[C:12]([C:14]#[C:15][Si](C)(C)C)[S:13][C:6]=12.CCCC[N+](CCCC)(CCCC)CCCC.[F-]. The catalyst is C1COCC1.CC(O)=O. The product is [C:14]([C:12]1[S:13][C:6]2[C:7](=[N:8][CH:9]=[CH:10][C:5]=2[O:4][C:3]2[CH:20]=[CH:21][C:22]([N+:24]([O-:26])=[O:25])=[CH:23][C:2]=2[F:1])[CH:11]=1)#[CH:15]. The yield is 0.720. (3) The reactants are Cl.[C:2]([O:6][C:7](=[O:14])[C@H:8]([C@H:10]([CH2:12][CH3:13])[CH3:11])[NH2:9])([CH3:5])([CH3:4])[CH3:3].C(N(CC)CC)C.Br[CH2:23][C:24]([O:26][CH2:27][CH3:28])=[O:25]. The catalyst is CN(C)C=O. The product is [CH2:27]([O:26][C:24](=[O:25])[CH2:23][NH:9][C@@H:8]([C@@H:10]([CH3:11])[CH2:12][CH3:13])[C:7]([O:6][C:2]([CH3:4])([CH3:5])[CH3:3])=[O:14])[CH3:28]. The yield is 0.930.